From a dataset of Forward reaction prediction with 1.9M reactions from USPTO patents (1976-2016). Predict the product of the given reaction. (1) Given the reactants CC1N2C3C(C=CC2=CN=1)=CC(SC1C=C(C2(O)CCOCC2)C=CC=1)=CC=3.COC1(C2C=C(SC3C=C4C(=CC=3)N3C(C)=NC=C3C=C4)C=CC=2)CCOCC1.[F:58][C:59]1[CH:60]=[C:61]([C:85]2([C:91]#[N:92])[CH2:90][CH2:89][O:88][CH2:87][CH2:86]2)[CH:62]=[C:63]([S:65][C:66]2[CH:67]=[C:68]3[C:73](=[CH:74][CH:75]=2)[N:72]2[C:76]([C:79]4C=CC=CC=4)=[N:77][CH:78]=[C:71]2[CH:70]=[CH:69]3)[CH:64]=1.FC1C=C(C2(C(N)=O)CCOCC2)C=C(SC2C=C3C(=CC=2)N2C(C4C=CC=CC=4)=NC=C2C=C3)C=1, predict the reaction product. The product is: [F:58][C:59]1[CH:60]=[C:61]([C:85]2([C:91]#[N:92])[CH2:90][CH2:89][O:88][CH2:87][CH2:86]2)[CH:62]=[C:63]([S:65][C:66]2[CH:67]=[C:68]3[C:73](=[CH:74][CH:75]=2)[N:72]2[C:76]([CH3:79])=[N:77][CH:78]=[C:71]2[CH:70]=[CH:69]3)[CH:64]=1. (2) Given the reactants Cl[C:2]1[N:7]=[C:6]([N:8]2[CH2:12][C@@H:11]([CH3:13])[CH2:10][C:9]2([CH3:15])[CH3:14])[C:5]([C:16]([NH:18][S:19]([C:22]2[C:23](=[O:28])[NH:24][CH:25]=[CH:26][CH:27]=2)(=[O:21])=[O:20])=[O:17])=[CH:4][CH:3]=1.[C:29]1(B(O)O)[CH:34]=[CH:33][CH:32]=[CH:31][CH:30]=1.C([O-])([O-])=O.[K+].[K+], predict the reaction product. The product is: [O:28]=[C:23]1[C:22]([S:19]([NH:18][C:16]([C:5]2[C:6]([N:8]3[CH2:12][C@@H:11]([CH3:13])[CH2:10][C:9]3([CH3:15])[CH3:14])=[N:7][C:2]([C:29]3[CH:34]=[CH:33][CH:32]=[CH:31][CH:30]=3)=[CH:3][CH:4]=2)=[O:17])(=[O:21])=[O:20])=[CH:27][CH:26]=[CH:25][NH:24]1.